This data is from Forward reaction prediction with 1.9M reactions from USPTO patents (1976-2016). The task is: Predict the product of the given reaction. (1) Given the reactants [CH2:1]([N:3]1[C:7]([C:8]2[CH:9]=[N:10][NH:11][C:12]=2[NH2:13])=[CH:6][CH:5]=[N:4]1)[CH3:2].[Cl:14][C:15]1[CH:20]=[CH:19][C:18]([C:21](=O)[CH2:22][C:23](OCC)=[O:24])=[CH:17][C:16]=1[O:29][CH3:30].CC1C=CC(S(O)(=O)=O)=CC=1, predict the reaction product. The product is: [Cl:14][C:15]1[CH:20]=[CH:19][C:18]([C:21]2[NH:13][C:12]3[N:11]([N:10]=[CH:9][C:8]=3[C:7]3[N:3]([CH2:1][CH3:2])[N:4]=[CH:5][CH:6]=3)[C:23](=[O:24])[CH:22]=2)=[CH:17][C:16]=1[O:29][CH3:30]. (2) Given the reactants [C:1]([O:5][C:6]([NH:8][C@H:9]([C:29]([O:31][C:32]([CH3:35])([CH3:34])[CH3:33])=[O:30])[CH2:10][C@H:11]([CH2:19][C:20]1[CH:25]=[CH:24][C:23]([N+:26]([O-])=O)=[CH:22][CH:21]=1)[C:12]([O:14][C:15]([CH3:18])([CH3:17])[CH3:16])=[O:13])=[O:7])([CH3:4])([CH3:3])[CH3:2], predict the reaction product. The product is: [NH2:26][C:23]1[CH:22]=[CH:21][C:20]([CH2:19][C@H:11]([C:12]([O:14][C:15]([CH3:18])([CH3:17])[CH3:16])=[O:13])[CH2:10][C@@H:9]([C:29]([O:31][C:32]([CH3:33])([CH3:34])[CH3:35])=[O:30])[NH:8][C:6]([O:5][C:1]([CH3:2])([CH3:3])[CH3:4])=[O:7])=[CH:25][CH:24]=1. (3) Given the reactants [CH3:1][C:2]1[C:3]([C:22]#[N:23])=[C:4]2[N:8]([C:9](=O)[C:10]=1[C:11]1[N:12]=[C:13]([CH3:16])[S:14][CH:15]=1)[C:7]1[CH:18]=[CH:19][CH:20]=[CH:21][C:6]=1[NH:5]2.P(Cl)(Cl)([Cl:26])=O, predict the reaction product. The product is: [Cl:26][C:9]1[N:8]2[C:4](=[N:5][C:6]3[CH:21]=[CH:20][CH:19]=[CH:18][C:7]=32)[C:3]([C:22]#[N:23])=[C:2]([CH3:1])[C:10]=1[C:11]1[N:12]=[C:13]([CH3:16])[S:14][CH:15]=1.